Regression. Given a peptide amino acid sequence and an MHC pseudo amino acid sequence, predict their binding affinity value. This is MHC class II binding data. From a dataset of Peptide-MHC class II binding affinity with 134,281 pairs from IEDB. The peptide sequence is EKKYFAATQFEPLEA. The MHC is HLA-DPA10103-DPB10401 with pseudo-sequence HLA-DPA10103-DPB10401. The binding affinity (normalized) is 1.00.